From a dataset of Peptide-MHC class I binding affinity with 185,985 pairs from IEDB/IMGT. Regression. Given a peptide amino acid sequence and an MHC pseudo amino acid sequence, predict their binding affinity value. This is MHC class I binding data. (1) The peptide sequence is QEPGPVGPL. The MHC is HLA-A30:02 with pseudo-sequence HLA-A30:02. The binding affinity (normalized) is 0.213. (2) The peptide sequence is QPFPQPQL. The MHC is HLA-B54:01 with pseudo-sequence HLA-B54:01. The binding affinity (normalized) is 0.0835. (3) The peptide sequence is TPPGSRDPF. The MHC is HLA-B35:01 with pseudo-sequence HLA-B35:01. The binding affinity (normalized) is 0.530. (4) The peptide sequence is SPTVWLSVI. The MHC is H-2-Ld with pseudo-sequence H-2-Ld. The binding affinity (normalized) is 0.0570.